From a dataset of Orexin1 receptor HTS with 218,158 compounds and 233 confirmed actives. Binary Classification. Given a drug SMILES string, predict its activity (active/inactive) in a high-throughput screening assay against a specified biological target. (1) The molecule is Oc1c(CNNC(=O)C(N)CO)ccc(O)c1O. The result is 0 (inactive). (2) The compound is S(CCN1CCOCC1)c1n(c(O)c(c(=O)n1)c1ccccc1)c1ccccc1. The result is 0 (inactive). (3) The molecule is s1c(c(nc1NC(=O)COc1ccccc1)C)C(=O)Nc1ccccc1. The result is 0 (inactive). (4) The molecule is O=C(Nc1ccc(OC)cc1)c1c2c([nH]c(=O)c1)cccc2. The result is 0 (inactive).